From a dataset of Full USPTO retrosynthesis dataset with 1.9M reactions from patents (1976-2016). Predict the reactants needed to synthesize the given product. (1) Given the product [Cl:1][C:2]1[CH:3]=[C:4]([C:9]([C:11]2[C:20]([N+:21]([O-:23])=[O:22])=[C:19]3[C:14]([CH:15]=[CH:16][CH:17]=[N:18]3)=[CH:13][CH:12]=2)=[O:10])[CH:5]=[CH:6][C:7]=1[F:8], predict the reactants needed to synthesize it. The reactants are: [Cl:1][C:2]1[CH:3]=[C:4]([CH:9]([C:11]2[C:20]([N+:21]([O-:23])=[O:22])=[C:19]3[C:14]([CH:15]=[CH:16][CH:17]=[N:18]3)=[CH:13][CH:12]=2)[OH:10])[CH:5]=[CH:6][C:7]=1[F:8]. (2) Given the product [Cl:26][C:22]1[C:21]([OH:20])=[N:7][C:5]([C:8]2[N:13]=[CH:12][C:11]([NH:14][C:15](=[O:17])[CH3:16])=[CH:10][CH:9]=2)=[N:6][C:23]=1[CH3:25], predict the reactants needed to synthesize it. The reactants are: C(O)(=O)C.[C:5]([C:8]1[N:13]=[CH:12][C:11]([NH:14][C:15](=[O:17])[CH3:16])=[CH:10][CH:9]=1)(=[NH:7])[NH2:6].C([O:20][C:21](=O)[CH:22]([Cl:26])[C:23]([CH3:25])=O)C.C(=O)([O-])[O-].[Na+].[Na+]. (3) Given the product [CH2:1]([S:8]([NH:11][C:12]1[C:13](=[O:23])[N:14]([CH2:19][C:20]([NH:35][CH:31]2[CH2:32][CH2:33][C:34]3[C:29](=[CH:28][NH:27][N:26]=3)[CH2:30]2)=[O:22])[C:15]([CH3:18])=[CH:16][CH:17]=1)(=[O:9])=[O:10])[C:2]1[CH:3]=[CH:4][CH:5]=[CH:6][CH:7]=1, predict the reactants needed to synthesize it. The reactants are: [CH2:1]([S:8]([NH:11][C:12]1[C:13](=[O:23])[N:14]([CH2:19][C:20]([OH:22])=O)[C:15]([CH3:18])=[CH:16][CH:17]=1)(=[O:10])=[O:9])[C:2]1[CH:7]=[CH:6][CH:5]=[CH:4][CH:3]=1.Cl.Cl.[N:26]1[NH:27][CH:28]=[C:29]2[C:34]=1[CH2:33][CH2:32][CH:31]([NH2:35])[CH2:30]2.C1C=CC2N(O)N=NC=2C=1.CN1CCOCC1.C(Cl)CCl. (4) Given the product [CH3:1][O:2][C:3]([C:4]1[N:20]=[C:19]([CH:16]2[CH2:18][CH2:17]2)[S:21][C:5]=1[C:6]1[CH:11]=[CH:10][C:9]([F:12])=[CH:8][CH:7]=1)=[O:15], predict the reactants needed to synthesize it. The reactants are: [CH3:1][O:2][C:3](=[O:15])[C:4](=O)[CH:5](Cl)[C:6]1[CH:11]=[CH:10][C:9]([F:12])=[CH:8][CH:7]=1.[CH:16]1([C:19](=[S:21])[NH2:20])[CH2:18][CH2:17]1. (5) Given the product [O:1]=[C:2]([NH:8][C:9]1[CH:14]=[CH:13][C:12]([C:15]([F:18])([F:16])[F:17])=[CH:11][N:10]=1)[CH2:3][CH2:4][C:5]([O:7][CH3:19])=[O:6], predict the reactants needed to synthesize it. The reactants are: [O:1]=[C:2]([NH:8][C:9]1[CH:14]=[CH:13][C:12]([C:15]([F:18])([F:17])[F:16])=[CH:11][N:10]=1)[CH2:3][CH2:4][C:5]([OH:7])=[O:6].[CH:19](OC)(OC)OC.S(Cl)(Cl)=O. (6) The reactants are: CC1C=CC(S(O[CH2:12][C@@H:13]2[O:27][C:17]3=[C:18]4[C:23](=[CH:24][CH:25]=[C:16]3[O:15][CH2:14]2)[N:22]=[C:21]([CH3:26])[CH:20]=[CH:19]4)(=O)=O)=CC=1.[Cl:28][C:29]1[CH:37]=[C:36]2[C:32]([C:33]([C:38]3[CH2:39][CH2:40]NCC=3)=[CH:34][NH:35]2)=[CH:31][CH:30]=1. Given the product [Cl:28][C:29]1[CH:37]=[C:36]2[C:32]([C:33]([CH2:38][CH:39]3[CH2:40][CH2:23][N:22]([CH2:12][CH:13]4[O:27][C:17]5=[C:18]6[C:23](=[CH:24][CH:25]=[C:16]5[O:15][CH2:14]4)[N:22]=[C:21]([CH3:26])[CH:20]=[CH:19]6)[CH2:21][CH2:20]3)=[CH:34][NH:35]2)=[CH:31][CH:30]=1, predict the reactants needed to synthesize it. (7) Given the product [F:16][C:12]([F:17])([CH:13]([F:15])[F:14])[CH2:11][C:25]1[CH:26]=[CH:27][CH:20]=[CH:21][C:22]=1[CH:23]=[O:24], predict the reactants needed to synthesize it. The reactants are: C1(C)C=CC(S(O[CH2:11][C:12]([F:17])([F:16])[CH:13]([F:15])[F:14])(=O)=O)=CC=1.O[C:20]1[CH:21]=[C:22]([CH:25]=[CH:26][CH:27]=1)[CH:23]=[O:24].C(=O)([O-])[O-].[K+].[K+]. (8) The reactants are: Br[C:2]1[CH:3]=[C:4]([CH:13]2[O:17][CH2:16][CH2:15][O:14]2)[CH:5]=[C:6]([O:8][C:9]([F:12])([F:11])[F:10])[CH:7]=1.[CH:18]([N:21]1[CH2:26][CH2:25][NH:24][CH2:23][CH2:22]1)([CH3:20])[CH3:19].C1(P(C2C=CC=CC=2)C2C=CC3C(=CC=CC=3)C=2C2C3C(=CC=CC=3)C=CC=2P(C2C=CC=CC=2)C2C=CC=CC=2)C=CC=CC=1.C(=O)([O-])[O-].[Cs+].[Cs+]. Given the product [O:14]1[CH2:15][CH2:16][O:17][CH:13]1[C:4]1[CH:3]=[C:2]([N:24]2[CH2:25][CH2:26][N:21]([CH:18]([CH3:20])[CH3:19])[CH2:22][CH2:23]2)[CH:7]=[C:6]([O:8][C:9]([F:12])([F:11])[F:10])[CH:5]=1, predict the reactants needed to synthesize it. (9) Given the product [Cl:1][C:2]1[CH:7]=[CH:6][C:5]([C:26]2[C:27]([C:28]([O:30][CH2:31][CH3:32])=[O:29])=[CH:33][CH:34]=[CH:35][CH:36]=2)=[CH:4][C:3]=1[C:11]([NH:13][CH2:14][C:15]12[CH2:24][CH:19]3[CH2:20][CH:21]([CH2:23][CH:17]([CH2:18]3)[CH2:16]1)[CH2:22]2)=[O:12], predict the reactants needed to synthesize it. The reactants are: [Cl:1][C:2]1[CH:7]=[CH:6][C:5](B(O)O)=[CH:4][C:3]=1[C:11]([NH:13][CH2:14][C:15]12[CH2:24][CH:19]3[CH2:20][CH:21]([CH2:23][CH:17]([CH2:18]3)[CH2:16]1)[CH2:22]2)=[O:12].I[C:26]1[CH:36]=[CH:35][CH:34]=[CH:33][C:27]=1[C:28]([O:30][CH2:31][CH3:32])=[O:29].C(=O)([O-])[O-].[K+].[K+]. (10) Given the product [Cl:22][CH:10]1[C:9]2[CH:8]=[CH:7][N:6]([CH:1]3[CH2:5][CH2:4][CH2:3][CH2:2]3)[C:14]=2[C:13]([C:15]([O:17][CH3:18])=[O:16])=[CH:12][NH:11]1, predict the reactants needed to synthesize it. The reactants are: [CH:1]1([N:6]2[C:14]3[C:13]([C:15]([O:17][CH3:18])=[O:16])=[CH:12][NH:11][C:10](=O)[C:9]=3[CH:8]=[CH:7]2)[CH2:5][CH2:4][CH2:3][CH2:2]1.P(Cl)(Cl)([Cl:22])=O.[OH-].[Na+].